From a dataset of Full USPTO retrosynthesis dataset with 1.9M reactions from patents (1976-2016). Predict the reactants needed to synthesize the given product. (1) Given the product [CH3:22][N:19]1[C:20]2[C:16](=[CH:15][CH:14]=[CH:13][CH:21]=2)[C:17](=[O:24])[C:18]1=[O:23], predict the reactants needed to synthesize it. The reactants are: N1C2C(=CC=CC=2)C(=O)C1=O.Br[C:13]1[CH:21]=[C:20]2[C:16]([C:17](=[O:24])[C:18](=[O:23])[N:19]2[CH3:22])=[CH:15][CH:14]=1. (2) The reactants are: [C:1]([OH:11])(=[O:10])/C=C/C1C=CC=CC=1.CCN=C=NCCCN(C)C.[CH:23]1[CH:24]=[CH:25][C:26]2N(O)N=N[C:27]=2[CH:28]=1.[O:33]=[C:34]([NH:49][C@@H:50]1[CH2:54][CH2:53][N:52]([CH:55]2[CH2:60][CH2:59][NH:58][CH2:57][CH2:56]2)[CH2:51]1)[CH2:35][NH:36][C:37](=[O:48])[C:38]1[CH:43]=[CH:42][CH:41]=[C:40]([C:44]([F:47])([F:46])[F:45])[CH:39]=1.[CH2:61]([Cl:63])Cl. Given the product [F:45][C:44]([F:47])([F:46])[C:40]1[CH:39]=[C:38]([CH:43]=[CH:42][CH:41]=1)[C:37]([NH:36][CH2:35][C:34]([NH:49][C@@H:50]1[CH2:54][CH2:53][N:52]([CH:55]2[CH2:56][CH2:57][N:58]([C:1]([O:11][CH2:28][C:23]3[CH:24]=[CH:25][CH:26]=[CH:27][C:61]=3[Cl:63])=[O:10])[CH2:59][CH2:60]2)[CH2:51]1)=[O:33])=[O:48], predict the reactants needed to synthesize it. (3) Given the product [Cl:32][C:33]1[C:34]([O:40][CH:52]2[CH2:53][CH2:54][N:49]([C:46]3[N:45]=[CH:44][C:43]([C:42]([F:41])([F:56])[F:57])=[CH:48][N:47]=3)[CH2:50][CH2:51]2)=[CH:35][C:36](=[O:39])[NH:37][CH:38]=1, predict the reactants needed to synthesize it. The reactants are: C1(P(C2C=CC=CC=2)C2C=CC=CC=2)C=CC=CC=1.N(/C(OCC)=O)=N\C(OCC)=O.[Cl:32][C:33]1[C:34]([OH:40])=[CH:35][C:36](=[O:39])[NH:37][CH:38]=1.[F:41][C:42]([F:57])([F:56])[C:43]1[CH:44]=[N:45][C:46]([N:49]2[CH2:54][CH2:53][CH:52](O)[CH2:51][CH2:50]2)=[N:47][CH:48]=1. (4) Given the product [NH2:30][C:31]1[S:32][CH:33]=[C:34]([CH2:36][C:37]([NH:1][C:2]2[CH:28]=[CH:27][C:5]([CH2:6][C@@H:7]3[CH2:11][CH2:10][C@H:9]([C@H:12]([OH:19])[C:13]4[CH:18]=[CH:17][CH:16]=[CH:15][CH:14]=4)[N:8]3[C:20]([O:22][C:23]([CH3:24])([CH3:25])[CH3:26])=[O:21])=[CH:4][C:3]=2[Br:29])=[O:38])[N:35]=1, predict the reactants needed to synthesize it. The reactants are: [NH2:1][C:2]1[CH:28]=[CH:27][C:5]([CH2:6][C@@H:7]2[CH2:11][CH2:10][C@H:9]([C@H:12]([OH:19])[C:13]3[CH:18]=[CH:17][CH:16]=[CH:15][CH:14]=3)[N:8]2[C:20]([O:22][C:23]([CH3:26])([CH3:25])[CH3:24])=[O:21])=[CH:4][C:3]=1[Br:29].[NH2:30][C:31]1[S:32][CH:33]=[C:34]([CH2:36][C:37](O)=[O:38])[N:35]=1.C1C=CC2N(O)N=NC=2C=1.CCN(C(C)C)C(C)C. (5) Given the product [CH3:17][O:16][N:15]([CH3:14])[C:1](=[O:12])[CH2:2][CH2:3][CH2:4][CH2:5][CH2:6][CH2:7][CH2:8][CH2:9][CH3:10], predict the reactants needed to synthesize it. The reactants are: [C:1]([OH:12])(=O)[CH2:2][CH2:3][CH2:4][CH2:5][CH2:6][CH2:7][CH2:8][CH2:9][CH3:10].Cl.[CH3:14][NH:15][O:16][CH3:17].O. (6) Given the product [NH2:1][C:2]([C@@H:4]1[CH2:8][C@H:7]([F:26])[CH2:6][N:5]1[C:14]([O:16][C:17]([CH3:20])([CH3:19])[CH3:18])=[O:15])=[O:3], predict the reactants needed to synthesize it. The reactants are: [NH2:1][C:2]([CH:4]1[CH2:8][CH:7](OS(C)(=O)=O)[CH2:6][N:5]1[C:14]([O:16][C:17]([CH3:20])([CH3:19])[CH3:18])=[O:15])=[O:3].C1COCC1.[F-:26].C([N+](CCCC)(CCCC)CCCC)CCC.O. (7) The reactants are: Cl[C:2]1[N:3]=[C:4]([NH:17][CH2:18][CH2:19][CH3:20])[C:5]2[N:11]=[C:10](Cl)[N:9]=[C:8]([NH:13][CH2:14][CH2:15][CH3:16])[C:6]=2[N:7]=1.[CH2:21]([NH2:25])[CH2:22][CH2:23][CH3:24].CNC1[N:29]=[C:30](NCCC)[C:31]2N=C(NC)N=[C:34](NCCC)[C:32]=2N=1. Given the product [CH2:21]([NH:25][C:2]1[N:3]=[C:4]([NH:17][CH2:18][CH2:19][CH3:20])[C:5]2[N:11]=[C:10]([NH:29][CH2:30][CH2:31][CH2:32][CH3:34])[N:9]=[C:8]([NH:13][CH2:14][CH2:15][CH3:16])[C:6]=2[N:7]=1)[CH2:22][CH2:23][CH3:24], predict the reactants needed to synthesize it. (8) Given the product [N:17]1([C:2]2[N:3]=[C:4]3[NH:12][C@H:11]([C:13]([F:16])([F:15])[F:14])[CH2:10][CH2:9][N:5]3[C:6](=[O:8])[CH:7]=2)[CH2:22][CH2:21][O:20][CH2:19][CH2:18]1, predict the reactants needed to synthesize it. The reactants are: Cl[C:2]1[N:3]=[C:4]2[NH:12][C@H:11]([C:13]([F:16])([F:15])[F:14])[CH2:10][CH2:9][N:5]2[C:6](=[O:8])[CH:7]=1.[NH:17]1[CH2:22][CH2:21][O:20][CH2:19][CH2:18]1. (9) The reactants are: [F:1][C:2]1[CH:3]=[CH:4][C:5]([CH3:20])=[C:6]([C:8]([CH3:19])([CH3:18])[CH2:9][C:10](N2CCOCC2)=[O:11])[CH:7]=1.[CH:21]([Li])([CH3:23])[CH3:22]. Given the product [F:1][C:2]1[CH:3]=[CH:4][C:5]([CH3:20])=[C:6]([C:8]([CH3:18])([CH3:19])[CH2:9][C:10](=[O:11])[CH:21]([CH3:23])[CH3:22])[CH:7]=1, predict the reactants needed to synthesize it.